From a dataset of Catalyst prediction with 721,799 reactions and 888 catalyst types from USPTO. Predict which catalyst facilitates the given reaction. (1) The catalyst class is: 45. Reactant: [CH3:1][CH:2]([OH:13])[C:3]#[C:4][CH:5]([OH:12])[CH2:6][CH2:7][CH:8]=[CH:9][CH2:10][CH3:11].N1C2C(=CC=CC=2)C=CC=1. Product: [CH3:1][CH:2]([OH:13])[CH2:3][CH2:4][CH:5]([OH:12])[CH2:6][CH2:7][CH:8]=[CH:9][CH2:10][CH3:11]. (2) Reactant: C(OC(=O)[NH:7][CH:8]1[CH2:13][CH2:12][NH:11][CH2:10][CH2:9]1)(C)(C)C.Br[CH:16]([F:18])[CH3:17].C(=O)([O-])[O-].[K+].[K+].Cl.O1CCOCC1. Product: [F:18][CH2:16][CH2:17][N:11]1[CH2:10][CH2:9][CH:8]([NH2:7])[CH2:13][CH2:12]1. The catalyst class is: 115.